Dataset: NCI-60 drug combinations with 297,098 pairs across 59 cell lines. Task: Regression. Given two drug SMILES strings and cell line genomic features, predict the synergy score measuring deviation from expected non-interaction effect. (1) Synergy scores: CSS=-5.05, Synergy_ZIP=4.51, Synergy_Bliss=4.03, Synergy_Loewe=-3.00, Synergy_HSA=-2.48. Drug 1: CCCS(=O)(=O)NC1=C(C(=C(C=C1)F)C(=O)C2=CNC3=C2C=C(C=N3)C4=CC=C(C=C4)Cl)F. Cell line: NCI-H322M. Drug 2: CN(C)N=NC1=C(NC=N1)C(=O)N. (2) Drug 1: CN1C(=O)N2C=NC(=C2N=N1)C(=O)N. Drug 2: CCC1=C2CN3C(=CC4=C(C3=O)COC(=O)C4(CC)O)C2=NC5=C1C=C(C=C5)O. Cell line: UACC-257. Synergy scores: CSS=-1.05, Synergy_ZIP=-0.489, Synergy_Bliss=-0.564, Synergy_Loewe=-16.5, Synergy_HSA=-5.17.